Task: Predict which catalyst facilitates the given reaction.. Dataset: Catalyst prediction with 721,799 reactions and 888 catalyst types from USPTO (1) Reactant: [N:1]1([CH2:6][CH2:7][N:8]2[CH2:13][CH2:12][S:11][C:10]3[CH:14]=[CH:15][C:16]([NH:18][C:19]([C:21]4[S:22][CH:23]=[CH:24][CH:25]=4)=[NH:20])=[CH:17][C:9]2=3)[CH2:5][CH2:4][CH2:3][CH2:2]1.[ClH:26]. Product: [ClH:26].[ClH:26].[N:1]1([CH2:6][CH2:7][N:8]2[CH2:13][CH2:12][S:11][C:10]3[CH:14]=[CH:15][C:16]([NH:18][C:19]([C:21]4[S:22][CH:23]=[CH:24][CH:25]=4)=[NH:20])=[CH:17][C:9]2=3)[CH2:2][CH2:3][CH2:4][CH2:5]1. The catalyst class is: 5. (2) Reactant: [CH3:1][O:2][C:3]1[CH:4]=[C:5]([CH:38]=[CH:39][C:40]=1[O:41][CH3:42])[CH2:6][C:7]1[N:11]([C:12]2[CH:17]=[C:16]([CH2:18][CH2:19][C:20]3[CH:25]=[CH:24][C:23]([CH3:26])=[CH:22][N:21]=3)[N:15]=[C:14]([CH3:27])[N:13]=2)[N:10]=[C:9]([NH:28]CC2C=CC(OC)=CC=2)[N:8]=1. The catalyst class is: 55. Product: [CH3:1][O:2][C:3]1[CH:4]=[C:5]([CH:38]=[CH:39][C:40]=1[O:41][CH3:42])[CH2:6][C:7]1[N:11]([C:12]2[CH:17]=[C:16]([CH2:18][CH2:19][C:20]3[CH:25]=[CH:24][C:23]([CH3:26])=[CH:22][N:21]=3)[N:15]=[C:14]([CH3:27])[N:13]=2)[N:10]=[C:9]([NH2:28])[N:8]=1.